The task is: Predict the product of the given reaction.. This data is from Forward reaction prediction with 1.9M reactions from USPTO patents (1976-2016). (1) Given the reactants [NH2:1][C:2]1[C:7]([C:8]#[N:9])=[C:6]([C:10]2[S:11][CH:12]=[CH:13][CH:14]=2)[C:5]([C:15]#[N:16])=[C:4]([SH:17])[N:3]=1.Cl[CH2:19][C:20]1[N:21]=[C:22]([C:25]2[CH:30]=[CH:29][C:28]([Cl:31])=[CH:27][CH:26]=2)[S:23][CH:24]=1.C(=O)(O)[O-].[Na+], predict the reaction product. The product is: [NH2:1][C:2]1[C:7]([C:8]#[N:9])=[C:6]([C:10]2[S:11][CH:12]=[CH:13][CH:14]=2)[C:5]([C:15]#[N:16])=[C:4]([S:17][CH2:19][C:20]2[N:21]=[C:22]([C:25]3[CH:30]=[CH:29][C:28]([Cl:31])=[CH:27][CH:26]=3)[S:23][CH:24]=2)[N:3]=1. (2) Given the reactants [Cl:1][C:2]1[CH:7]=[CH:6][CH:5]=[CH:4][C:3]=1[C:8]1[C:12]([CH2:13][N:14]2[CH2:19][CH2:18][NH:17][CH2:16][CH2:15]2)=[CH:11][N:10]([CH3:20])[N:9]=1.[C:21](=O)([O:30]N1C(=O)CCC1=O)[O:22][N:23]1[C:27](=[O:28])[CH2:26][CH2:25][C:24]1=[O:29].C(N(CC)CC)C, predict the reaction product. The product is: [Cl:1][C:2]1[CH:7]=[CH:6][CH:5]=[CH:4][C:3]=1[C:8]1[C:12]([CH2:13][N:14]2[CH2:15][CH2:16][N:17]([C:21]([O:22][N:23]3[C:27](=[O:28])[CH2:26][CH2:25][C:24]3=[O:29])=[O:30])[CH2:18][CH2:19]2)=[CH:11][N:10]([CH3:20])[N:9]=1. (3) Given the reactants [F:1][C:2]([F:18])([C:14]([F:17])([F:16])[F:15])[CH2:3][CH2:4][S:5]([CH2:8][C:9]([O:11][CH2:12][CH3:13])=[O:10])(=[O:7])=[O:6].[F:19][C:20]([S:23][CH2:24][CH2:25]OS(C(F)(F)F)(=O)=O)([F:22])[F:21].C(=O)([O-])[O-].[K+].[K+], predict the reaction product. The product is: [F:18][C:2]([F:1])([C:14]([F:15])([F:16])[F:17])[CH2:3][CH2:4][S:5]([CH:8]([CH2:25][CH2:24][S:23][C:20]([F:22])([F:21])[F:19])[C:9]([O:11][CH2:12][CH3:13])=[O:10])(=[O:6])=[O:7].